Dataset: Forward reaction prediction with 1.9M reactions from USPTO patents (1976-2016). Task: Predict the product of the given reaction. Given the reactants C(N(C1C=CC(Cl)=CC=1)[C@H:5]1[C:14]2[C:9](=[CH:10][CH:11]=[CH:12][CH:13]=2)[N:8]([C:15]([C:17]2[CH:32]=[CH:31][C:20]([O:21][CH:22]3[CH2:27][CH2:26][CH:25]([C:28](O)=[O:29])[CH2:24][CH2:23]3)=[CH:19][CH:18]=2)=[O:16])[C@@H:7]([CH3:33])[CH2:6]1)(=O)C.[CH:41]1[CH:42]=[CH:43][C:44]2[N:49](O)N=N[C:45]=2[CH:46]=1.CCN=C=NCCCN(C)C.[Cl-:62].[NH4+:63].C1C[O:67][CH2:66][CH2:65]1, predict the reaction product. The product is: [C:66]([N:49]([C:44]1[CH:43]=[CH:42][C:41]([Cl:62])=[CH:46][CH:45]=1)[C@H:5]1[C:14]2[C:9](=[CH:10][CH:11]=[CH:12][CH:13]=2)[N:8]([C:15]([C:17]2[CH:32]=[CH:31][C:20]([O:21][CH:22]3[CH2:27][CH2:26][CH:25]([C:28]([NH2:63])=[O:29])[CH2:24][CH2:23]3)=[CH:19][CH:18]=2)=[O:16])[C@@H:7]([CH3:33])[CH2:6]1)(=[O:67])[CH3:65].